This data is from Catalyst prediction with 721,799 reactions and 888 catalyst types from USPTO. The task is: Predict which catalyst facilitates the given reaction. (1) Reactant: [NH:1]1[C:9]2[C:4](=[C:5]([CH2:10][CH2:11][CH2:12][NH:13][C:14]3[N:19]=[C:18]([CH3:20])[C:17]([C:21]([NH:23][C@@H:24]([CH2:28][NH:29][C:30]([C:32]4[S:33][CH:34]=[CH:35][CH:36]=4)=[O:31])[C:25]([OH:27])=[O:26])=[O:22])=[C:16]([CH3:37])[N:15]=3)[CH:6]=[CH:7][CH:8]=2)[CH:3]=[N:2]1.I[CH2:39][CH2:40][CH3:41].C(=O)([O-])[O-].[K+].[K+]. Product: [CH2:39]([O:26][C:25](=[O:27])[C@@H:24]([NH:23][C:21]([C:17]1[C:16]([CH3:37])=[N:15][C:14]([NH:13][CH2:12][CH2:11][CH2:10][C:5]2[CH:6]=[CH:7][CH:8]=[C:9]3[C:4]=2[CH:3]=[N:2][NH:1]3)=[N:19][C:18]=1[CH3:20])=[O:22])[CH2:28][NH:29][C:30]([C:32]1[S:33][CH:34]=[CH:35][CH:36]=1)=[O:31])[CH2:40][CH3:41]. The catalyst class is: 31. (2) Reactant: [C:1]([C:3]([NH:6][C:7]([C:9]1[O:10][C:11]([CH3:14])=[N:12][N:13]=1)=[O:8])([CH3:5])[CH3:4])#[N:2].[NH2:15][OH:16].CCCCCCC. Product: [NH2:2]/[C:1](=[N:15]\[OH:16])/[C:3]([NH:6][C:7]([C:9]1[O:10][C:11]([CH3:14])=[N:12][N:13]=1)=[O:8])([CH3:5])[CH3:4]. The catalyst class is: 32. (3) Reactant: [OH:1][C:2]1[CH:3]=[N:4][CH:5]=[CH:6][CH:7]=1.C([O-])([O-])=O.[K+].[K+].F[C:15]1[CH:24]=[CH:23][C:18]([C:19]([O:21][CH3:22])=[O:20])=[CH:17][CH:16]=1.O. Product: [N:4]1[CH:5]=[CH:6][CH:7]=[C:2]([O:1][C:15]2[CH:24]=[CH:23][C:18]([C:19]([O:21][CH3:22])=[O:20])=[CH:17][CH:16]=2)[CH:3]=1. The catalyst class is: 3. (4) Reactant: Cl.[Cl:2][C:3]1[CH:21]=[CH:20][CH:19]=[CH:18][C:4]=1[CH:5]([O:13][CH:14]1[CH2:17][NH:16][CH2:15]1)[C:6]1[CH:11]=[CH:10][C:9]([Cl:12])=[CH:8][CH:7]=1.C([N:24]([CH2:27][CH3:28])[CH2:25][CH3:26])C.[C:29](OCC)(=[O:31])[CH3:30]. Product: [N:24]1[CH:25]=[CH:26][C:30]([C:29]([N:16]2[CH2:17][CH:14]([O:13][CH:5]([C:6]3[CH:7]=[CH:8][C:9]([Cl:12])=[CH:10][CH:11]=3)[C:4]3[CH:18]=[CH:19][CH:20]=[CH:21][C:3]=3[Cl:2])[CH2:15]2)=[O:31])=[CH:28][CH:27]=1. The catalyst class is: 4.